This data is from Forward reaction prediction with 1.9M reactions from USPTO patents (1976-2016). The task is: Predict the product of the given reaction. (1) Given the reactants [C:1]([C:3]1[CH:4]=[C:5]([C:9]2[CH:14]=[CH:13][C:12]([O:15][CH2:16][CH2:17][N:18]([CH:26]3[CH2:31][CH2:30][C:29]([CH3:33])([CH3:32])[CH2:28][CH2:27]3)[C:19](=[O:25])[O:20][C:21]([CH3:24])([CH3:23])[CH3:22])=[CH:11][CH:10]=2)[CH:6]=[CH:7][CH:8]=1)#[N:2].[NH2:34]O.CC1C=CC(S(O)(=O)=O)=CC=1.O.C[CH2:49][OH:50], predict the reaction product. The product is: [CH3:32][C:29]1([CH3:33])[CH2:30][CH2:31][CH:26]([N:18]([CH2:17][CH2:16][O:15][C:12]2[CH:11]=[CH:10][C:9]([C:5]3[CH:6]=[CH:7][CH:8]=[C:3]([C:1]4[N:34]=[CH:49][O:50][N:2]=4)[CH:4]=3)=[CH:14][CH:13]=2)[C:19](=[O:25])[O:20][C:21]([CH3:24])([CH3:23])[CH3:22])[CH2:27][CH2:28]1. (2) Given the reactants [H-].[Na+].[CH2:3]1[C:9]2[CH:10]=[CH:11][CH:12]=[CH:13][C:8]=2[CH2:7][CH2:6][C:5](=[O:14])[NH:4]1.[CH3:15]I, predict the reaction product. The product is: [CH3:15][N:4]1[C:5](=[O:14])[CH2:6][CH2:7][C:8]2[CH:13]=[CH:12][CH:11]=[CH:10][C:9]=2[CH2:3]1. (3) Given the reactants [C:1]([C:3]1[C:4](=O)[NH:5][C:6]([S:9][CH3:10])=[N:7][CH:8]=1)#[N:2].P(Cl)(Cl)([Cl:14])=O, predict the reaction product. The product is: [Cl:14][C:4]1[C:3]([C:1]#[N:2])=[CH:8][N:7]=[C:6]([S:9][CH3:10])[N:5]=1. (4) The product is: [CH3:18][O:14][C:13](=[O:15])[CH2:12][CH2:11][CH2:10][CH2:9][CH2:8][CH2:7][CH2:6][CH2:5][CH2:4][CH2:3][CH2:2][Br:1]. Given the reactants [Br:1][CH2:2][CH2:3][CH2:4][CH2:5][CH2:6][CH2:7][CH2:8][CH2:9][CH2:10][CH2:11][CH2:12][C:13]([OH:15])=[O:14].CO.[C:18]1(C)C=CC=CC=1.C(OC)(OC)OC, predict the reaction product. (5) The product is: [CH3:18][O:17][C:8]1[CH:7]=[C:6]([NH:5][C:3](=[O:4])[CH2:2][NH:19][C:20]2[CH:25]=[CH:24][CH:23]=[CH:22][CH:21]=2)[CH:11]=[CH:10][C:9]=1[C:12]1[O:16][CH:15]=[N:14][CH:13]=1. Given the reactants Cl[CH2:2][C:3]([NH:5][C:6]1[CH:11]=[CH:10][C:9]([C:12]2[O:16][CH:15]=[N:14][CH:13]=2)=[C:8]([O:17][CH3:18])[CH:7]=1)=[O:4].[NH2:19][C:20]1[CH:25]=[CH:24][CH:23]=[CH:22][CH:21]=1, predict the reaction product. (6) Given the reactants [Br:1][C:2]1[CH:3]=[C:4]2[C:9](=[CH:10][CH:11]=1)[N:8]=[C:7]([C:12]1[CH:17]=[C:16](OC)[CH:15]=[CH:14][C:13]=1C1C=CC(Cl)=CC=1)[CH:6]=[CH:5]2.ClC1C=CC(C2C=CC(OC)=CC=2C(=O)C)=CC=1.C(C1C=CC([C:54]2[N:55]([CH2:72][C:73]([N:75]3[CH2:80][CH2:79][O:78][CH2:77][CH2:76]3)=[O:74])[C:56]3[C:61]([C:62]=2[CH:63]2[CH2:68][CH2:67][CH2:66][CH2:65][CH2:64]2)=[CH:60][CH:59]=[C:58]([C:69]([OH:71])=[O:70])[CH:57]=3)=CC=1)(=O)C, predict the reaction product. The product is: [Br:1][C:2]1[CH:3]=[C:4]2[C:9](=[CH:10][CH:11]=1)[N:8]=[C:7]([C:12]1[CH:17]=[CH:16][C:15]([C:54]3[N:55]([CH2:72][C:73]([N:75]4[CH2:80][CH2:79][O:78][CH2:77][CH2:76]4)=[O:74])[C:56]4[C:61]([C:62]=3[CH:63]3[CH2:68][CH2:67][CH2:66][CH2:65][CH2:64]3)=[CH:60][CH:59]=[C:58]([C:69]([OH:71])=[O:70])[CH:57]=4)=[CH:14][CH:13]=1)[CH:6]=[CH:5]2. (7) Given the reactants [OH:1][CH2:2][CH2:3][C:4]1[CH:21]=[CH:20][C:7]([O:8][CH2:9][C:10]2[CH:19]=[CH:18][CH:17]=[CH:16][C:11]=2[C:12]([O:14][CH3:15])=[O:13])=[CH:6][CH:5]=1.[CH2:22]([O:29][C:30]1[CH:35]=[CH:34][C:33](O)=[CH:32][CH:31]=1)[C:23]1[CH:28]=[CH:27][CH:26]=[CH:25][CH:24]=1.C1(P(C2C=CC=CC=2)C2C=CC=CC=2)C=CC=CC=1, predict the reaction product. The product is: [CH2:22]([O:29][C:30]1[CH:35]=[CH:34][C:33]([O:1][CH2:2][CH2:3][C:4]2[CH:5]=[CH:6][C:7]([O:8][CH2:9][C:10]3[CH:19]=[CH:18][CH:17]=[CH:16][C:11]=3[C:12]([O:14][CH3:15])=[O:13])=[CH:20][CH:21]=2)=[CH:32][CH:31]=1)[C:23]1[CH:28]=[CH:27][CH:26]=[CH:25][CH:24]=1. (8) Given the reactants [OH:1][CH:2]([CH2:27][CH3:28])[CH2:3][NH:4][C:5]([C:7]1[C:11]([NH:12][C:13]([C:15]2[CH:20]=[CH:19][CH:18]=[CH:17][N:16]=2)=[O:14])=[CH:10][N:9](C2CCCCO2)[N:8]=1)=[O:6].O.C1(C)C=CC(S(O)(=O)=O)=CC=1.C(=O)([O-])O.[Na+], predict the reaction product. The product is: [OH:1][CH:2]([CH2:27][CH3:28])[CH2:3][NH:4][C:5]([C:7]1[C:11]([NH:12][C:13]([C:15]2[CH:20]=[CH:19][CH:18]=[CH:17][N:16]=2)=[O:14])=[CH:10][NH:9][N:8]=1)=[O:6].